Dataset: Full USPTO retrosynthesis dataset with 1.9M reactions from patents (1976-2016). Task: Predict the reactants needed to synthesize the given product. (1) Given the product [F:16][C:17]1[CH:18]=[CH:19][C:20]([C:23]2[C:24]([C:29]([N:10]3[CH2:11][CH2:12][CH2:13][CH2:14][C@H:9]3[CH2:8][NH:7][C:6](=[O:15])[OH:5])=[O:30])=[N:25][N:26]([CH3:28])[CH:27]=2)=[CH:21][CH:22]=1, predict the reactants needed to synthesize it. The reactants are: C([O:5][C:6](=[O:15])[NH:7][CH2:8][C@@H:9]1[CH2:14][CH2:13][CH2:12][CH2:11][NH:10]1)(C)(C)C.[F:16][C:17]1[CH:22]=[CH:21][C:20]([C:23]2[C:24]([C:29](O)=[O:30])=[N:25][N:26]([CH3:28])[CH:27]=2)=[CH:19][CH:18]=1. (2) Given the product [Cl:1][C:2]1[N:6]2[N:7]=[C:8]([CH:20]([CH3:21])[CH3:22])[C:9]([CH2:18][NH:23][CH2:24][CH2:25][OH:26])=[C:10]([C:11]3[CH:16]=[CH:15][C:14]([F:17])=[CH:13][CH:12]=3)[C:5]2=[CH:4][CH:3]=1, predict the reactants needed to synthesize it. The reactants are: [Cl:1][C:2]1[N:6]2[N:7]=[C:8]([CH:20]([CH3:22])[CH3:21])[C:9]([CH:18]=O)=[C:10]([C:11]3[CH:16]=[CH:15][C:14]([F:17])=[CH:13][CH:12]=3)[C:5]2=[CH:4][CH:3]=1.[NH2:23][CH2:24][CH2:25][OH:26].C([BH3-])#N.[Na+]. (3) Given the product [C:1]([O:5][C:6]([C:8]1[N:9]=[C:10]([C:20]2[CH:25]=[CH:24][C:23]([C:26]([F:29])([F:28])[F:27])=[CH:22][CH:21]=2)[O:11][C:12]=1[C:13]1[C:14]([N:30]2[CH2:35][CH2:34][CH2:33][CH2:32][CH2:31]2)=[N:15][CH:16]=[CH:17][CH:18]=1)=[O:7])([CH3:4])([CH3:3])[CH3:2], predict the reactants needed to synthesize it. The reactants are: [C:1]([O:5][C:6]([C:8]1[N:9]=[C:10]([C:20]2[CH:25]=[CH:24][C:23]([C:26]([F:29])([F:28])[F:27])=[CH:22][CH:21]=2)[O:11][C:12]=1[C:13]1[C:14](Cl)=[N:15][CH:16]=[CH:17][CH:18]=1)=[O:7])([CH3:4])([CH3:3])[CH3:2].[NH:30]1[CH2:35][CH2:34][CH2:33][CH2:32][CH2:31]1. (4) Given the product [CH3:3][C@:4]12[CH2:5][CH2:6][C@H:7]3[C@@H:8]([CH2:14][CH2:15][C:16]4[C@:17]3([CH3:23])[CH2:18][CH2:19][C:20](=[O:22])[CH:21]=4)[C@@H:9]1[CH2:10][CH2:11][C:12]2=[O:13], predict the reactants needed to synthesize it. The reactants are: O=O.[CH3:3][C@@:4]12[C:12](=[O:13])[CH2:11][CH2:10][C@H:9]1[C@@H:8]1[CH2:14][CH:15]=[C:16]3[CH2:21][C@@H:20]([OH:22])[CH2:19][CH2:18][C@:17]3([CH3:23])[C@H:7]1[CH2:6][CH2:5]2. (5) The reactants are: [Cl:1][C:2]1[N:7]=[CH:6][C:5](CCO)=[C:4]([CH:11]2[O:15][CH2:14][CH2:13][O:12]2)[CH:3]=1.C(O)=O.O. Given the product [Cl:1][C:2]1[N:7]=[CH:6][C:5]2[CH2:13][CH2:14][O:15][CH:11]([OH:12])[C:4]=2[CH:3]=1, predict the reactants needed to synthesize it. (6) Given the product [CH2:1]([C:5]1[CH:13]=[CH:12][C:8]([C:9]([NH:14][C:15]2[CH:23]=[CH:22][C:21]([O:24][C:25]3[CH:30]=[CH:29][C:28]([NH:31][S:32]([C:35]4[CH:40]=[CH:39][CH:38]=[CH:37][CH:36]=4)(=[O:34])=[O:33])=[C:27]([C:41]([O:43][CH3:44])=[O:42])[CH:26]=3)=[CH:20][C:16]=2[C:17]([OH:19])=[O:18])=[O:10])=[CH:7][CH:6]=1)[CH2:2][CH2:3][CH3:4], predict the reactants needed to synthesize it. The reactants are: [CH2:1]([C:5]1[CH:13]=[CH:12][C:8]([C:9](Cl)=[O:10])=[CH:7][CH:6]=1)[CH2:2][CH2:3][CH3:4].[NH2:14][C:15]1[CH:23]=[CH:22][C:21]([O:24][C:25]2[CH:30]=[CH:29][C:28]([NH:31][S:32]([C:35]3[CH:40]=[CH:39][CH:38]=[CH:37][CH:36]=3)(=[O:34])=[O:33])=[C:27]([C:41]([O:43][CH3:44])=[O:42])[CH:26]=2)=[CH:20][C:16]=1[C:17]([OH:19])=[O:18]. (7) Given the product [CH2:1]([O:3][C:4]([N:6]1[C:15]2[C:10](=[CH:11][C:12]([C:16]([F:17])([F:18])[F:19])=[CH:13][CH:14]=2)[C:9](=[O:20])[CH2:8][CH:7]1[CH2:21][CH3:22])=[O:5])[CH3:2], predict the reactants needed to synthesize it. The reactants are: [CH2:1]([O:3][C:4]([N:6]1[C:15]2[C:10](=[CH:11][C:12]([C:16]([F:19])([F:18])[F:17])=[CH:13][CH:14]=2)[C@@H:9]([OH:20])[CH2:8][C@H:7]1[CH2:21][CH3:22])=[O:5])[CH3:2].[Br-].[K+].Cl[O-].[Na+].C(=O)([O-])O.[Na+].S([O-])([O-])(=O)=S.[Na+].[Na+].